Task: Predict the reaction yield, written as a fraction of the theoretical maximum amount of product (1.0 means a 100% yield; for example, 0.34 means a 34% yield).. Dataset: Reaction yield outcomes from USPTO patents with 853,638 reactions The reactants are [NH2:1][C:2]1[S:3][C:4]([CH:8]=[O:9])=[C:5]([Cl:7])[N:6]=1.[C:10]([O:14][C:15](O[C:15]([O:14][C:10]([CH3:13])([CH3:12])[CH3:11])=[O:16])=[O:16])([CH3:13])([CH3:12])[CH3:11]. The catalyst is O1CCCC1.CN(C)C1C=CN=CC=1. The yield is 0.870. The product is [C:10]([O:14][C:15](=[O:16])[NH:1][C:2]1[S:3][C:4]([CH:8]=[O:9])=[C:5]([Cl:7])[N:6]=1)([CH3:13])([CH3:12])[CH3:11].